This data is from Full USPTO retrosynthesis dataset with 1.9M reactions from patents (1976-2016). The task is: Predict the reactants needed to synthesize the given product. (1) Given the product [CH:20]1([NH:23][C@H:12]2[CH2:13][CH2:14][N:10]([C:8]([C:5]3[CH:6]=[CH:7][C:2]([I:1])=[CH:3][CH:4]=3)=[O:9])[CH2:11]2)[CH2:22][CH2:21]1, predict the reactants needed to synthesize it. The reactants are: [I:1][C:2]1[CH:7]=[CH:6][C:5]([C:8]([N:10]2[CH2:14][CH2:13][C@@H:12](OS(C)(=O)=O)[CH2:11]2)=[O:9])=[CH:4][CH:3]=1.[CH:20]1([NH2:23])[CH2:22][CH2:21]1.C([O-])([O-])=O.[K+].[K+]. (2) Given the product [Cl:9][C:10]1[CH:11]=[CH:12][C:13]([C:16]2[O:20][C:19]([CH:21]=[N:1][C:2]3[CH:7]=[CH:6][CH:5]=[CH:4][C:3]=3[OH:8])=[CH:18][CH:17]=2)=[CH:14][CH:15]=1, predict the reactants needed to synthesize it. The reactants are: [NH2:1][C:2]1[CH:7]=[CH:6][CH:5]=[CH:4][C:3]=1[OH:8].[Cl:9][C:10]1[CH:15]=[CH:14][C:13]([C:16]2[O:20][C:19]([CH:21]=O)=[CH:18][CH:17]=2)=[CH:12][CH:11]=1. (3) Given the product [CH2:14]([O:1][C:2]1[CH:11]=[CH:10][CH:9]=[C:8]2[C:3]=1[CH:4]=[CH:5][N:6]=[CH:7]2)[CH:13]=[CH2:12], predict the reactants needed to synthesize it. The reactants are: [OH:1][C:2]1[CH:11]=[CH:10][CH:9]=[C:8]2[C:3]=1[CH:4]=[CH:5][N:6]=[CH:7]2.[CH2:12](Br)[CH:13]=[CH2:14].C(Br)C1C=CC=CC=1. (4) Given the product [C:31]([O:1]/[N:2]=[C:3](/[C@@H:5]1[C@:21]2([CH3:22])[C@H:8]([C@H:9]3[C@H:18]([CH2:19][CH2:20]2)[C@:17]2([CH3:23])[C:12](=[CH:13][C:14](=[O:24])[CH2:15][CH2:16]2)[CH2:11][CH2:10]3)[CH2:7][CH2:6]1)\[CH3:4])(=[O:33])[CH3:32], predict the reactants needed to synthesize it. The reactants are: [OH:1]/[N:2]=[C:3](/[C@@H:5]1[C@:21]2([CH3:22])[C@H:8]([C@H:9]3[C@H:18]([CH2:19][CH2:20]2)[C@:17]2([CH3:23])[C:12](=[CH:13][C:14](=[O:24])[CH2:15][CH2:16]2)[CH2:11][CH2:10]3)[CH2:7][CH2:6]1)\[CH3:4].N1C=CC=CC=1.[C:31](OC(=O)C)(=[O:33])[CH3:32]. (5) Given the product [Cl:23][CH2:8][C:7]1[CH:6]=[CH:5][C:4]([CH2:10][CH2:11][C:12]2[N:13]=[C:14]([NH:17][C:18](=[O:20])[CH3:19])[S:15][CH:16]=2)=[CH:3][C:2]=1[F:1], predict the reactants needed to synthesize it. The reactants are: [F:1][C:2]1[CH:3]=[C:4]([CH2:10][CH2:11][C:12]2[N:13]=[C:14]([NH:17][C:18](=[O:20])[CH3:19])[S:15][CH:16]=2)[CH:5]=[CH:6][C:7]=1[CH2:8]O.S(Cl)([Cl:23])=O. (6) Given the product [O:5]=[C:4]1[C:14]2[C:9](=[CH:10][C:11]([O:15][C:16]3[CH:17]=[CH:18][CH:19]=[CH:20][CH:21]=3)=[CH:12][CH:13]=2)[N:8]=[C:7]([N:22]2[CH:26]=[C:25]([C:27]([O:29][CH2:30][CH3:31])=[O:28])[CH:24]=[N:23]2)[NH:6]1, predict the reactants needed to synthesize it. The reactants are: C(O[C:4]([NH:6][C:7]([N:22]1[CH:26]=[C:25]([C:27]([O:29][CH2:30][CH3:31])=[O:28])[CH:24]=[N:23]1)=[N:8][C:9]1[CH:14]=[CH:13][CH:12]=[C:11]([O:15][C:16]2[CH:21]=[CH:20][CH:19]=[CH:18][CH:17]=2)[CH:10]=1)=[O:5])C.CCO.